Dataset: Reaction yield outcomes from USPTO patents with 853,638 reactions. Task: Predict the reaction yield, written as a fraction of the theoretical maximum amount of product (1.0 means a 100% yield; for example, 0.34 means a 34% yield). (1) The reactants are [CH2:1]([N:3]([CH2:9][CH3:10])[CH2:4][C:5](OC)=[O:6])[CH3:2].[NH2:11][NH2:12]. The catalyst is C(O)C. The product is [NH2:11][NH:12][C:5](=[O:6])[CH2:4][N:3]([CH2:9][CH3:10])[CH2:1][CH3:2]. The yield is 1.00. (2) The reactants are [Cl:1][C:2]1[CH:16]=[CH:15][C:14]([Cl:17])=[CH:13][C:3]=1[C:4]([C:6]1[CH:11]=[CH:10][C:9](F)=[CH:8][CH:7]=1)=[O:5].[NH:18]1[CH:22]=[CH:21][N:20]=[CH:19]1.C(=O)([O-])[O-].[K+].[K+].CN(C)C(=O)C. The catalyst is O. The product is [Cl:1][C:2]1[CH:16]=[CH:15][C:14]([Cl:17])=[CH:13][C:3]=1[C:4]([C:6]1[CH:11]=[CH:10][C:9]([N:18]2[CH:22]=[CH:21][N:20]=[CH:19]2)=[CH:8][CH:7]=1)=[O:5]. The yield is 0.870. (3) The reactants are [NH2:1][C:2]1[CH:11]=[CH:10][C:9]([I:12])=[CH:8][C:3]=1[C:4]([O:6]C)=O.ClC(Cl)(O[C:17](=[O:23])OC(Cl)(Cl)Cl)Cl.C(N(CC)CC)C.[C:32]1([CH2:38][CH2:39][NH2:40])[CH:37]=[CH:36][CH:35]=[CH:34][CH:33]=1. The catalyst is C(Cl)Cl. The product is [I:12][C:9]1[CH:8]=[C:3]2[C:2](=[CH:11][CH:10]=1)[NH:1][C:17](=[O:23])[N:40]([CH2:39][CH2:38][C:32]1[CH:37]=[CH:36][CH:35]=[CH:34][CH:33]=1)[C:4]2=[O:6]. The yield is 0.650. (4) The reactants are C([O:8][C:9]1[CH:14]=[CH:13][C:12]([C:15]2[O:16][C:17]3[C:22]([C:23](=[O:29])[C:24]=2[O:25][CH2:26][O:27][CH3:28])=[CH:21][CH:20]=[C:19]([O:30][CH2:31][O:32][CH3:33])[CH:18]=3)=[CH:11][C:10]=1[O:34][CH2:35][O:36][CH3:37])C1C=CC=CC=1. The product is [OH:8][C:9]1[CH:14]=[CH:13][C:12]([C:15]2[O:16][C:17]3[C:22]([C:23](=[O:29])[C:24]=2[O:25][CH2:26][O:27][CH3:28])=[CH:21][CH:20]=[C:19]([O:30][CH2:31][O:32][CH3:33])[CH:18]=3)=[CH:11][C:10]=1[O:34][CH2:35][O:36][CH3:37]. The yield is 0.990. The catalyst is CO.[Pd]. (5) The reactants are [NH2:1][C:2]1[CH:3]=[C:4]2[C:9](=[C:10]([C:12]([F:15])([F:14])[F:13])[CH:11]=1)[N:8]=[CH:7][C:6]([C:16]#[N:17])=[C:5]2[NH:18][C:19]1[CH:24]=[CH:23][C:22]([F:25])=[C:21]([Cl:26])[CH:20]=1.[CH:27]([C:29]1[CH:36]=[CH:35][CH:34]=[CH:33][C:30]=1[C:31]#[N:32])=O.[BH3-]C#N.[Na+]. The catalyst is CCO. The product is [Cl:26][C:21]1[CH:20]=[C:19]([NH:18][C:5]2[C:4]3[C:9](=[C:10]([C:12]([F:13])([F:14])[F:15])[CH:11]=[C:2]([NH:1][CH2:27][C:29]4[CH:36]=[CH:35][CH:34]=[CH:33][C:30]=4[C:31]#[N:32])[CH:3]=3)[N:8]=[CH:7][C:6]=2[C:16]#[N:17])[CH:24]=[CH:23][C:22]=1[F:25]. The yield is 0.290. (6) The reactants are [CH2:1]([C@@:4]1([C:20]2[CH:25]=[CH:24][C:23]([F:26])=[CH:22][CH:21]=2)[O:9][C:8](=[O:10])[N:7]([C@H:11]([C:13]2[CH:18]=[CH:17][C:16](Br)=[CH:15][CH:14]=2)[CH3:12])[CH2:6][CH2:5]1)[CH:2]=[CH2:3].[B:27]1([B:27]2[O:31][C:30]([CH3:33])([CH3:32])[C:29]([CH3:35])([CH3:34])[O:28]2)[O:31][C:30]([CH3:33])([CH3:32])[C:29]([CH3:35])([CH3:34])[O:28]1.CC([O-])=O.[K+].C(Cl)Cl. The catalyst is CS(C)=O.C1C=CC(P(C2C=CC=CC=2)[C-]2C=CC=C2)=CC=1.C1C=CC(P(C2C=CC=CC=2)[C-]2C=CC=C2)=CC=1.Cl[Pd]Cl.[Fe+2]. The product is [CH2:1]([C@@:4]1([C:20]2[CH:25]=[CH:24][C:23]([F:26])=[CH:22][CH:21]=2)[O:9][C:8](=[O:10])[N:7]([C@H:11]([C:13]2[CH:18]=[CH:17][C:16]([B:27]3[O:31][C:30]([CH3:33])([CH3:32])[C:29]([CH3:35])([CH3:34])[O:28]3)=[CH:15][CH:14]=2)[CH3:12])[CH2:6][CH2:5]1)[CH:2]=[CH2:3]. The yield is 0.870.